From a dataset of Full USPTO retrosynthesis dataset with 1.9M reactions from patents (1976-2016). Predict the reactants needed to synthesize the given product. Given the product [N:1]1[CH:6]=[CH:5][CH:4]=[CH:3][C:2]=1[CH2:7][O:8][C:9]1[CH:10]=[C:11]2[C:15](=[CH:16][CH:17]=1)[N:14]([CH2:18][C:19]1[CH:20]=[CH:21][C:22]([C:25]3[CH:26]=[CH:27][C:28]([O:31][CH3:32])=[N:29][CH:30]=3)=[CH:23][CH:24]=1)[C:13]([CH2:33][C:34]([CH3:39])([CH3:38])[C:35]([O-:37])=[O:36])=[C:12]2[S:40][C:41]([CH3:44])([CH3:43])[CH3:42].[Na+:46], predict the reactants needed to synthesize it. The reactants are: [N:1]1[CH:6]=[CH:5][CH:4]=[CH:3][C:2]=1[CH2:7][O:8][C:9]1[CH:10]=[C:11]2[C:15](=[CH:16][CH:17]=1)[N:14]([CH2:18][C:19]1[CH:24]=[CH:23][C:22]([C:25]3[CH:26]=[CH:27][C:28]([O:31][CH3:32])=[N:29][CH:30]=3)=[CH:21][CH:20]=1)[C:13]([CH2:33][C:34]([CH3:39])([CH3:38])[C:35]([OH:37])=[O:36])=[C:12]2[S:40][C:41]([CH3:44])([CH3:43])[CH3:42].[OH-].[Na+:46].